From a dataset of Experimentally validated miRNA-target interactions with 360,000+ pairs, plus equal number of negative samples. Binary Classification. Given a miRNA mature sequence and a target amino acid sequence, predict their likelihood of interaction. (1) The miRNA is hsa-miR-190a-3p with sequence CUAUAUAUCAAACAUAUUCCU. The protein sequence of the target gene is MKKSQREDIFKKMSEEMDNITAEEIIDKHLQKDLDAEENQNVAKTLRGKVREKLKISKINKGEKSSTEQLIDSEIHQRSKLSPQTEVSLDESLSFFILSGEEGSALGKSSEQRPVNRSYPKCFSLGVNLQNVAESEEEEFMKEFILTDILKVKAADYEDDQEQIKKQKANIFVPSSSPVVNQRKLPKDMMPRILEDEGFYIQRKPEIYKKTCNKMENRLLKLEEGKCWFGESGEIMSLPTPIKQSWNFRLNVRKEPLNPLLKTIYRKAVKYDLGSSFMNKMEGSREIYQLDLNIVGLQFS.... Result: 0 (no interaction). (2) The miRNA is hsa-miR-330-5p with sequence UCUCUGGGCCUGUGUCUUAGGC. The protein sequence of the target gene is MAAATLRTPTQGTVTFEDVAVHFSWEEWGLLDEAQRCLYRDVMLENLALLTSLDVHHQKQHLGEKHFRSNVGRALFVKTCTFHVSGEPSTCREVGKDFLAKLGFLHQQAAHTGEQSNSKSDGGAISHRGKTHYNCGEHTKAFSGKHTLVQQQRTLTTERCYICSECGKSFSKSYSLNDHWRLHTGEKPYECRECGKSFRQSSSLIQHRRVHTAVRPHECDECGKLFSNKSNLIKHRRVHTGERPYECSECGKSFSQRSALLQHRGVHTGERPYECSECGKFFTYHSSLIKHQKVHSGSRP.... Result: 1 (interaction). (3) The protein sequence of the target gene is MGLEPSWYLLLCLAVSGAAGTDPPTAPTTAERQRQPTDIILDCFLVTEDRHRGAFASSGDRERALLVLKQVPVLDDGSLEGITDFQGSTETKQDSPVIFEASVDLVQIPQAEALLHADCSGKAVTCEISKYFLQARQEATFEKAHWFISNMQVSRGGPSVSMVMKTLRDAEVGAVRHPTLNLPLSAQGTVKTQVEFQVTSETQTLNHLLGSSVSLHCSFSMAPGLDLTGVEWRLQHKGSGQLVYSWKTGQGQAKRKGATLEPEELLRAGNASLTLPNLTLKDEGNYICQISTSLYQAQQI.... Result: 0 (no interaction). The miRNA is hsa-miR-3960 with sequence GGCGGCGGCGGAGGCGGGGG. (4) The miRNA is hsa-miR-655-3p with sequence AUAAUACAUGGUUAACCUCUUU. The protein sequence of the target gene is MNSSKSSETQCTERGCFSSQMFLWTVAGIPILFLSACFITRCVVTFRIFQTCDEKKFQLPENFTELSCYNYGSGSVKNCCPLNWEYFQSSCYFFSTDTISWALSLKNCSAMGAHLVVINSQEEQEFLSYKKPKMREFFIGLSDQVVEGQWQWVDGTPLTKSLSFWDVGEPNNIATLEDCATMRDSSNPRQNWNDVTCFLNYFRICEMVGINPLNKGKSL. Result: 1 (interaction). (5) The protein sequence of the target gene is MPSPRRSMEGRPLGVSASSSSSSPGSPAHGGGGGGSRFEFQSLLSSRATAVDPTCARLRASESPVHRRGSFPLAAAGPSQSPAPPLPEEDRMDLNPSFLGIALRSLLAIDLWLSKKLGVCAGESSSWGSVRPLMKLLEISGHGIPWLLGTLYCLCRSDSWAGREVLMNLLFALLLDLLLVALIKGLVRRRRPAHNQMDMFVTLSVDKYSFPSGHATRAALMSRFILNHLVLAIPLRVLVVLWAFVLGLSRVMLGRHNVTDVAFGFFLGYMQYSIVDYCWLSPHNAPVLFLLWSQR. The miRNA is hsa-miR-593-5p with sequence AGGCACCAGCCAGGCAUUGCUCAGC. Result: 0 (no interaction).